This data is from Full USPTO retrosynthesis dataset with 1.9M reactions from patents (1976-2016). The task is: Predict the reactants needed to synthesize the given product. (1) Given the product [NH2:26][C:24]1[N:25]=[C:20]2[CH:19]=[CH:18][C:17]([O:16][C:12]3[CH:11]=[C:10]([NH:9][C:7]([C:6]4[N:2]([CH3:1])[N:3]=[C:4]([CH3:33])[CH:5]=4)=[O:8])[CH:15]=[CH:14][CH:13]=3)=[CH:22][N:21]2[CH:23]=1, predict the reactants needed to synthesize it. The reactants are: [CH3:1][N:2]1[C:6]([C:7]([NH:9][C:10]2[CH:15]=[CH:14][CH:13]=[C:12]([O:16][C:17]3[CH:18]=[CH:19][C:20]4[N:21]([CH:23]=[C:24]([NH:26]C(=O)C(F)(F)F)[N:25]=4)[CH:22]=3)[CH:11]=2)=[O:8])=[CH:5][C:4]([CH3:33])=[N:3]1.[OH-].[Na+].C(O)C. (2) Given the product [C:22]([C:27]1[N:8]([CH2:9][CH:10]2[CH2:15][O:14][CH2:13][CH2:12][O:11]2)[C:7]2[CH:6]=[CH:5][C:4]([NH:16][C:17](=[O:20])[O:18][CH3:19])=[CH:3][C:2]=2[N:1]=1)([CH3:26])([CH3:23])[CH3:21], predict the reactants needed to synthesize it. The reactants are: [NH2:1][C:2]1[CH:3]=[C:4]([NH:16][C:17](=[O:20])[O:18][CH3:19])[CH:5]=[CH:6][C:7]=1[NH:8][CH2:9][CH:10]1[CH2:15][O:14][CH2:13][CH2:12][O:11]1.[CH3:21][C:22]([CH3:27])([CH3:26])[C:23](Cl)=O. (3) Given the product [Cl:1][C:2]1[C:7]([C:8]2[C:13]([F:14])=[CH:12][C:11]([O:15][CH2:16][CH2:17][CH2:18][OH:19])=[CH:10][C:9]=2[F:29])=[C:6]([CH:30]2[CH2:36][CH2:35][CH2:34][CH2:33][CH2:32][CH2:31]2)[N:5]2[N:37]=[CH:38][N:39]=[C:4]2[N:3]=1, predict the reactants needed to synthesize it. The reactants are: [Cl:1][C:2]1[C:7]([C:8]2[C:13]([F:14])=[CH:12][C:11]([O:15][CH2:16][CH2:17][CH2:18][O:19]CC3C=CC(OC)=CC=3)=[CH:10][C:9]=2[F:29])=[C:6]([CH:30]2[CH2:36][CH2:35][CH2:34][CH2:33][CH2:32][CH2:31]2)[N:5]2[N:37]=[CH:38][N:39]=[C:4]2[N:3]=1.ClC1C(=O)C(C#N)=C(C#N)C(=O)C=1Cl.